Dataset: Forward reaction prediction with 1.9M reactions from USPTO patents (1976-2016). Task: Predict the product of the given reaction. (1) Given the reactants [CH:1]([C:3]1[CH:9]=[CH:8][C:7]([O:10][CH3:11])=[CH:6][C:4]=1[NH2:5])=O.[NH2:12][C:13](N)=[O:14], predict the reaction product. The product is: [OH:14][C:13]1[N:12]=[CH:1][C:3]2[C:4](=[CH:6][C:7]([O:10][CH3:11])=[CH:8][CH:9]=2)[N:5]=1. (2) The product is: [Cl:60][C:57]1[CH:58]=[C:59]2[C:54](=[CH:55][CH:56]=1)[N:53]([C:9]1[N:18]=[C:17]([NH:7][CH2:1][C:2]3[O:6][CH:5]=[CH:4][CH:3]=3)[C:16]3[C:11](=[CH:12][C:13]([O:22][CH3:23])=[C:14]([O:20][CH3:21])[CH:15]=3)[N:10]=1)[CH:52]=[C:51]2[C:49](=[O:50])[CH2:48][CH2:47][C:46]([OH:61])=[O:45]. Given the reactants [CH2:1]([NH2:7])[C:2]1[O:6][CH:5]=[CH:4][CH:3]=1.Cl[C:9]1[N:18]=[C:17](Cl)[C:16]2[C:11](=[CH:12][C:13]([O:22][CH3:23])=[C:14]([O:20][CH3:21])[CH:15]=2)[N:10]=1.ClC1N=C(Cl)C2C(=CC=C(C3OC=CC=3)C=2)N=1.C[Si](C)(C)CC[O:45][C:46](=[O:61])[CH2:47][CH2:48][C:49]([C:51]1[C:59]2[C:54](=[CH:55][CH:56]=[C:57]([Cl:60])[CH:58]=2)[NH:53][CH:52]=1)=[O:50].CCCC[N+](CCCC)(CCCC)CCCC.[F-].Cl, predict the reaction product. (3) Given the reactants [Cl:1][C:2]1[CH:3]=[C:4]([NH:9][C:10]2[C:19]3[C:14](=[CH:15][C:16]([O:28][CH2:29][CH3:30])=[C:17]([NH:20][C:21](=[O:27])/[CH:22]=[CH:23]/[CH2:24][NH:25][CH3:26])[CH:18]=3)[N:13]=[CH:12][C:11]=2[C:31]#[N:32])[CH:5]=[CH:6][C:7]=1[F:8].S(O[CH2:38][CH2:39][F:40])(C)(=O)=O.C(N(CC)CC)C, predict the reaction product. The product is: [Cl:1][C:2]1[CH:3]=[C:4]([NH:9][C:10]2[C:19]3[C:14](=[CH:15][C:16]([O:28][CH2:29][CH3:30])=[C:17]([NH:20][C:21](=[O:27])/[CH:22]=[CH:23]/[CH2:24][N:25]([CH2:38][CH2:39][F:40])[CH3:26])[CH:18]=3)[N:13]=[CH:12][C:11]=2[C:31]#[N:32])[CH:5]=[CH:6][C:7]=1[F:8]. (4) Given the reactants [OH:1][C:2]1[CH:3]=[C:4]([CH:7]=[CH:8][C:9]=1[NH:10][CH:11]1[CH2:17][CH:16]2[N:18]([CH3:19])[CH:13]([CH2:14][CH2:15]2)[CH2:12]1)[C:5]#[N:6].[C:20]([OH:26])([C:22]([F:25])([F:24])[F:23])=[O:21].COC(=O)C1C=CC(NC2CC3N(C)C(CC3)C2)=C(O)C=1.F[C:49]1[CH:54]=[CH:53][CH:52]=[C:51]([O:55][CH3:56])[C:50]=1[N+]([O-])=O.FC1C=CC=CC=1[N+]([O-])=O, predict the reaction product. The product is: [CH3:56][O:55][C:51]1[CH:52]=[CH:53][CH:54]=[C:49]2[C:50]=1[O:1][C:2]1[CH:3]=[C:4]([C:5]#[N:6])[CH:7]=[CH:8][C:9]=1[N:10]2[CH:11]1[CH2:17][CH:16]2[N:18]([CH3:19])[CH:13]([CH2:14][CH2:15]2)[CH2:12]1.[C:20]([OH:26])([C:22]([F:25])([F:24])[F:23])=[O:21]. (5) The product is: [OH:11][CH2:10][C:9]1[CH:12]=[CH:13][C:6]([CH:2]([OH:1])[CH2:3][CH2:4][CH3:5])=[CH:7][CH:8]=1. Given the reactants [OH:1][CH:2]([C:6]1[CH:13]=[CH:12][C:9]([CH:10]=[O:11])=[CH:8][CH:7]=1)[CH2:3][CH2:4][CH3:5].[BH4-].[Na+].O.Cl, predict the reaction product. (6) Given the reactants [F:1][C:2]1[CH:3]=[C:4]([CH2:12][C:13](=O)[CH3:14])[CH:5]=[CH:6][C:7]=1[S:8]([CH3:11])(=[O:10])=[O:9].[C:16]([NH:19][C:20]([NH2:22])=[S:21])(=[O:18])[CH3:17], predict the reaction product. The product is: [F:1][C:2]1[CH:3]=[C:4]([C:12]2[S:21][C:20]([NH:19][C:16](=[O:18])[CH3:17])=[N:22][C:13]=2[CH3:14])[CH:5]=[CH:6][C:7]=1[S:8]([CH3:11])(=[O:10])=[O:9]. (7) Given the reactants [ClH:1].[CH3:2][O:3][C:4]1[CH:5]=[C:6]([C:14]2[CH:56]=[CH:55][C:17]([C:18]([N:20]3[CH2:25][CH2:24][N:23]([CH2:26][CH2:27][CH2:28][N:29]4[CH2:34][CH2:33][N:32]([C:35](=[O:54])[C:36]5[CH:41]=[CH:40][C:39]([C:42]6[CH:47]=[C:46]([O:48][CH3:49])[C:45]([O:50][CH3:51])=[C:44]([O:52][CH3:53])[CH:43]=6)=[CH:38][CH:37]=5)[CH2:31][CH2:30]4)[CH2:22][CH2:21]3)=[O:19])=[CH:16][CH:15]=2)[CH:7]=[C:8]([O:12][CH3:13])[C:9]=1[O:10][CH3:11], predict the reaction product. The product is: [ClH:1].[ClH:1].[CH3:49][O:48][C:46]1[CH:47]=[C:42]([C:39]2[CH:38]=[CH:37][C:36]([C:35]([N:32]3[CH2:33][CH2:34][N:29]([CH2:28][CH2:27][CH2:26][N:23]4[CH2:24][CH2:25][N:20]([C:18](=[O:19])[C:17]5[CH:55]=[CH:56][C:14]([C:6]6[CH:5]=[C:4]([O:3][CH3:2])[C:9]([O:10][CH3:11])=[C:8]([O:12][CH3:13])[CH:7]=6)=[CH:15][CH:16]=5)[CH2:21][CH2:22]4)[CH2:30][CH2:31]3)=[O:54])=[CH:41][CH:40]=2)[CH:43]=[C:44]([O:52][CH3:53])[C:45]=1[O:50][CH3:51]. (8) Given the reactants [C:1]([O:5][C:6](=[O:18])[N:7]([CH:9]([C:12]1[CH:17]=[CH:16][CH:15]=[CH:14][CH:13]=1)[CH2:10]O)[CH3:8])([CH3:4])([CH3:3])[CH3:2].CC(OI1(OC(C)=O)(OC(C)=O)OC(=O)C2C=CC=CC1=2)=O.C(=O)(O)[O-].[Na+].S([O-])([O-])(=O)=S.[Na+].[Na+].Cl.[CH2:54]([O:56][C:57](=[O:65])[CH2:58][O:59][C@H:60]1[CH2:64][CH2:63][NH:62][CH2:61]1)[CH3:55].C(N(C(C)C)CC)(C)C.C(O[BH-](OC(=O)C)OC(=O)C)(=O)C.[Na+], predict the reaction product. The product is: [CH2:54]([O:56][C:57](=[O:65])[CH2:58][O:59][CH:60]1[CH2:64][CH2:63][N:62]([CH2:10][CH:9]([N:7]([C:6]([O:5][C:1]([CH3:4])([CH3:3])[CH3:2])=[O:18])[CH3:8])[C:12]2[CH:17]=[CH:16][CH:15]=[CH:14][CH:13]=2)[CH2:61]1)[CH3:55]. (9) Given the reactants [F:1][C:2]1[CH:7]=[C:6]([CH3:8])[CH:5]=[CH:4][C:3]=1B(O)O.[C:12]([N:16]1[C:20](=[O:21])[CH:19]=[C:18](Cl)[S:17]1(=[O:24])=[O:23])([CH3:15])([CH3:14])[CH3:13].ClCCl.C(N(CC)CC)C, predict the reaction product. The product is: [C:12]([N:16]1[C:20](=[O:21])[CH:19]=[C:18]([C:3]2[CH:4]=[CH:5][C:6]([CH3:8])=[CH:7][C:2]=2[F:1])[S:17]1(=[O:23])=[O:24])([CH3:15])([CH3:13])[CH3:14]. (10) Given the reactants C[O:2][C:3]1[C:8]2[NH:9][C:10]([C:12]3[S:13][CH:14]=[CH:15][CH:16]=3)=[N:11][C:7]=2[C:6]([C:17]([NH:19][CH2:20][CH:21]2[CH2:26][CH2:25][CH2:24][CH2:23][N:22]2C(OC(C)(C)C)=O)=[O:18])=[CH:5][CH:4]=1.B(Br)(Br)Br, predict the reaction product. The product is: [OH:2][C:3]1[C:8]2[NH:9][C:10]([C:12]3[S:13][CH:14]=[CH:15][CH:16]=3)=[N:11][C:7]=2[C:6]([C:17]([NH:19][CH2:20][CH:21]2[CH2:26][CH2:25][CH2:24][CH2:23][NH:22]2)=[O:18])=[CH:5][CH:4]=1.